The task is: Regression. Given two drug SMILES strings and cell line genomic features, predict the synergy score measuring deviation from expected non-interaction effect.. This data is from NCI-60 drug combinations with 297,098 pairs across 59 cell lines. (1) Drug 1: C1CNP(=O)(OC1)N(CCCl)CCCl. Drug 2: CC12CCC3C(C1CCC2OP(=O)(O)O)CCC4=C3C=CC(=C4)OC(=O)N(CCCl)CCCl.[Na+]. Cell line: NCI-H322M. Synergy scores: CSS=17.5, Synergy_ZIP=-1.85, Synergy_Bliss=0.845, Synergy_Loewe=4.44, Synergy_HSA=1.47. (2) Drug 1: CC1=C(N=C(N=C1N)C(CC(=O)N)NCC(C(=O)N)N)C(=O)NC(C(C2=CN=CN2)OC3C(C(C(C(O3)CO)O)O)OC4C(C(C(C(O4)CO)O)OC(=O)N)O)C(=O)NC(C)C(C(C)C(=O)NC(C(C)O)C(=O)NCCC5=NC(=CS5)C6=NC(=CS6)C(=O)NCCC[S+](C)C)O. Drug 2: CN(CC1=CN=C2C(=N1)C(=NC(=N2)N)N)C3=CC=C(C=C3)C(=O)NC(CCC(=O)O)C(=O)O. Cell line: HOP-62. Synergy scores: CSS=67.3, Synergy_ZIP=-4.93, Synergy_Bliss=-2.21, Synergy_Loewe=0.391, Synergy_HSA=1.62. (3) Drug 1: C1=NC2=C(N1)C(=S)N=C(N2)N. Drug 2: CC1CCC2CC(C(=CC=CC=CC(CC(C(=O)C(C(C(=CC(C(=O)CC(OC(=O)C3CCCCN3C(=O)C(=O)C1(O2)O)C(C)CC4CCC(C(C4)OC)O)C)C)O)OC)C)C)C)OC. Cell line: HOP-92. Synergy scores: CSS=37.5, Synergy_ZIP=-12.5, Synergy_Bliss=-5.13, Synergy_Loewe=-2.29, Synergy_HSA=-1.59. (4) Drug 1: C1CN1C2=NC(=NC(=N2)N3CC3)N4CC4. Drug 2: C1=CC(=CC=C1CCCC(=O)O)N(CCCl)CCCl. Cell line: TK-10. Synergy scores: CSS=11.1, Synergy_ZIP=-4.54, Synergy_Bliss=3.37, Synergy_Loewe=-5.30, Synergy_HSA=1.60. (5) Drug 1: CC12CCC3C(C1CCC2=O)CC(=C)C4=CC(=O)C=CC34C. Drug 2: C1=C(C(=O)NC(=O)N1)N(CCCl)CCCl. Cell line: SN12C. Synergy scores: CSS=42.5, Synergy_ZIP=-2.04, Synergy_Bliss=1.70, Synergy_Loewe=3.62, Synergy_HSA=5.23. (6) Drug 1: CN(C)C1=NC(=NC(=N1)N(C)C)N(C)C. Drug 2: C(=O)(N)NO. Cell line: UACC-257. Synergy scores: CSS=-10.2, Synergy_ZIP=3.21, Synergy_Bliss=-2.56, Synergy_Loewe=-8.43, Synergy_HSA=-8.10. (7) Drug 1: C1=NC2=C(N1)C(=S)N=CN2. Drug 2: C1CC(=O)NC(=O)C1N2C(=O)C3=CC=CC=C3C2=O. Cell line: PC-3. Synergy scores: CSS=26.9, Synergy_ZIP=-8.55, Synergy_Bliss=-4.10, Synergy_Loewe=-29.1, Synergy_HSA=-4.01.